From a dataset of Forward reaction prediction with 1.9M reactions from USPTO patents (1976-2016). Predict the product of the given reaction. (1) Given the reactants [CH2:1]([O:8][C:9]1[CH:18]=[CH:17][C:16]([CH3:19])=[C:15]2[C:10]=1[CH2:11][CH2:12][CH2:13][CH:14]2[C:20](O)=[O:21])[C:2]1[CH:7]=[CH:6][CH:5]=[CH:4][CH:3]=1.[CH3:23][N:24]([CH3:42])[C:25]1[CH:30]=[CH:29][C:28]([CH2:31][NH:32][C:33]2[CH:38]=[CH:37][C:36]([CH:39]([CH3:41])[CH3:40])=[CH:35][CH:34]=2)=[CH:27][CH:26]=1, predict the reaction product. The product is: [CH2:1]([O:8][C:9]1[CH:18]=[CH:17][C:16]([CH3:19])=[C:15]2[C:10]=1[CH2:11][CH2:12][CH2:13][CH:14]2[C:20]([N:32]([CH2:31][C:28]1[CH:27]=[CH:26][C:25]([N:24]([CH3:42])[CH3:23])=[CH:30][CH:29]=1)[C:33]1[CH:38]=[CH:37][C:36]([CH:39]([CH3:40])[CH3:41])=[CH:35][CH:34]=1)=[O:21])[C:2]1[CH:3]=[CH:4][CH:5]=[CH:6][CH:7]=1. (2) Given the reactants F[C:2](F)(F)C1C2C=CC3C=C(C(OCC)=O)NC=3C=2N=C(C(F)(F)F)C=1.NN.[F:29][C:30]([F:53])([F:52])[C:31]1[C:40]2[CH:39]=[CH:38][C:37]3[CH:41]=[C:42]([C:44]([NH:46][NH2:47])=[O:45])[NH:43][C:36]=3[C:35]=2[N:34]=[C:33]([C:48]([F:51])([F:50])[F:49])[CH:32]=1.CC1C=CC(S(O)(=O)=O)=CC=1.C(OC(OCC)OCC)C, predict the reaction product. The product is: [F:53][C:30]([F:29])([F:52])[C:31]1[C:40]2[CH:39]=[CH:38][C:37]3[CH:41]=[C:42]([C:44]4[O:45][CH:2]=[N:47][N:46]=4)[NH:43][C:36]=3[C:35]=2[N:34]=[C:33]([C:48]([F:49])([F:50])[F:51])[CH:32]=1. (3) Given the reactants C([Si](C)(C)[O:6][C:7]1[C:12]([CH3:13])=[CH:11][C:10]([C:14]2([C:24]3[CH:29]=[C:28]([CH3:30])[C:27]([O:31][Si](C(C)(C)C)(C)C)=[C:26]([CH3:39])[CH:25]=3)[C:22]3[C:17](=[CH:18][CH:19]=[CH:20][CH:21]=3)[NH:16][C:15]2=[O:23])=[CH:9][C:8]=1[CH3:40])(C)(C)C.[F:43][C:44]([F:55])([F:54])[C:45]1[CH:46]=[C:47](B(O)O)[CH:48]=[CH:49][CH:50]=1.C(N(CC)CC)C.[F-].C([N+](CCCC)(CCCC)CCCC)CCC.Cl, predict the reaction product. The product is: [OH:31][C:27]1[C:28]([CH3:30])=[CH:29][C:24]([C:14]2([C:10]3[CH:11]=[C:12]([CH3:13])[C:7]([OH:6])=[C:8]([CH3:40])[CH:9]=3)[C:22]3[C:17](=[CH:18][CH:19]=[CH:20][CH:21]=3)[N:16]([C:49]3[CH:48]=[CH:47][CH:46]=[C:45]([C:44]([F:55])([F:54])[F:43])[CH:50]=3)[C:15]2=[O:23])=[CH:25][C:26]=1[CH3:39]. (4) Given the reactants CN(C)C=O.[O:6]=[C:7]1[CH2:11][N:10]([C:12]([O:14][CH2:15][C:16]2[CH:21]=[CH:20][CH:19]=[CH:18][CH:17]=2)=[O:13])[CH2:9][CH:8]1[C:22]([O:24][CH2:25][CH3:26])=[O:23].[H][H], predict the reaction product. The product is: [OH:6][C@@H:7]1[CH2:11][N:10]([C:12]([O:14][CH2:15][C:16]2[CH:17]=[CH:18][CH:19]=[CH:20][CH:21]=2)=[O:13])[CH2:9][C@H:8]1[C:22]([O:24][CH2:25][CH3:26])=[O:23]. (5) The product is: [CH2:1]([O:19][CH2:20][CH2:21][N:22]([CH2:30][CH2:31][O:32][CH2:33][CH2:34][CH2:35][CH2:36][CH2:37][CH2:38][CH2:39][CH2:40][CH:41]=[CH:42][CH2:43][CH2:44][CH2:45][CH2:46][CH2:47][CH2:48][CH2:49][CH3:50])[CH2:23][CH2:24][C:25]([OH:27])=[O:26])[CH2:2][CH2:3][CH2:4][CH2:5][CH2:6][CH2:7][CH2:8][CH:9]=[CH:10][CH2:11][CH2:12][CH2:13][CH2:14][CH2:15][CH2:16][CH2:17][CH3:18]. Given the reactants [CH2:1]([O:19][CH2:20][CH2:21][N:22]([CH2:30][CH2:31][O:32][CH2:33][CH2:34][CH2:35][CH2:36][CH2:37][CH2:38][CH2:39][CH2:40]/[CH:41]=[CH:42]\[CH2:43][CH2:44][CH2:45][CH2:46][CH2:47][CH2:48][CH2:49][CH3:50])[CH2:23][CH2:24][C:25]([O:27]CC)=[O:26])[CH2:2][CH2:3][CH2:4][CH2:5][CH2:6][CH2:7][CH2:8]/[CH:9]=[CH:10]\[CH2:11][CH2:12][CH2:13][CH2:14][CH2:15][CH2:16][CH2:17][CH3:18].[OH-].[Na+].Cl, predict the reaction product.